Dataset: Retrosynthesis with 50K atom-mapped reactions and 10 reaction types from USPTO. Task: Predict the reactants needed to synthesize the given product. (1) Given the product CSc1cc(-n2nc(C)cc2Nc2cc(NC(=O)c3cccc(C(F)(F)F)c3)ccc2C)ncn1, predict the reactants needed to synthesize it. The reactants are: CSc1cc(-n2nc(C)cc2N)ncn1.Cc1ccc(NC(=O)c2cccc(C(F)(F)F)c2)cc1Br. (2) Given the product CCOC(=O)C1c2cccn2CCN1S(=O)(=O)c1c(C)cccc1Cl, predict the reactants needed to synthesize it. The reactants are: CCOC(=O)C1NCCn2cccc21.Cc1cccc(Cl)c1S(=O)(=O)Cl. (3) Given the product CCOC(=O)c1cc2c(n1CCN)C1CCC2C1, predict the reactants needed to synthesize it. The reactants are: CCOC(=O)c1cc2c(n1CC#N)C1CCC2C1. (4) Given the product CN(C)Cc1cc(CCC(N)=O)ccc1Oc1ccc2c(c1)SCC2, predict the reactants needed to synthesize it. The reactants are: CN(C)Cc1cc(/C=C/C(N)=O)ccc1Oc1ccc2c(c1)SCC2. (5) Given the product COCOc1ccc(CCC(=O)c2c(OCOC)cc(OCOC)c(CC=C(C)C)c2OC(C)=O)cc1, predict the reactants needed to synthesize it. The reactants are: COCOc1ccc(C=CC(=O)c2c(OCOC)cc(OCOC)c(CC=C(C)C)c2OC(C)=O)cc1. (6) Given the product COc1ccc2c(c1)/C(=C\c1ccc3c(-c4ccc(N5CCOCC5)nc4)nn(COCC[Si](C)(C)C)c3c1)C(=O)N2, predict the reactants needed to synthesize it. The reactants are: COc1ccc2c(c1)CC(=O)N2.C[Si](C)(C)CCOCn1nc(-c2ccc(N3CCOCC3)nc2)c2ccc(C=O)cc21. (7) Given the product Nc1nc(=O)c2c(CCc3ccc(C(=O)O)cc3)c[nH]c2[nH]1, predict the reactants needed to synthesize it. The reactants are: COC(=O)c1ccc(CCc2c[nH]c3[nH]c(N)nc(=O)c23)cc1.